This data is from Full USPTO retrosynthesis dataset with 1.9M reactions from patents (1976-2016). The task is: Predict the reactants needed to synthesize the given product. (1) Given the product [C:26]([O:30][C:31]([NH:33][CH:34]1[CH2:38][CH2:37][N:36]([C:39]2[CH:40]=[CH:41][C:42]([NH:45][C:2]3[N:7]=[C:6]([NH:8][CH:9]4[CH2:13][CH2:12][CH2:11][CH2:10]4)[C:5]([N+:14]([O-:16])=[O:15])=[CH:4][N:3]=3)=[CH:43][CH:44]=2)[CH2:35]1)=[O:32])([CH3:29])([CH3:27])[CH3:28], predict the reactants needed to synthesize it. The reactants are: Cl[C:2]1[N:7]=[C:6]([NH:8][CH:9]2[CH2:13][CH2:12][CH2:11][CH2:10]2)[C:5]([N+:14]([O-:16])=[O:15])=[CH:4][N:3]=1.CN(C)C1C=CC=CC=1.[C:26]([O:30][C:31]([NH:33][CH:34]1[CH2:38][CH2:37][N:36]([C:39]2[CH:44]=[CH:43][C:42]([NH2:45])=[CH:41][CH:40]=2)[CH2:35]1)=[O:32])([CH3:29])([CH3:28])[CH3:27]. (2) The reactants are: [CH:1]([C:3]([CH3:5])=[O:4])=[CH2:2].C([C:8]1[CH:9]=[C:10]([CH:14]=[CH:15][CH:16]=1)[C:11]([O-:13])=[O:12])=O.[CH2:17](N(CC)CC)C.[CH2:24]([OH:26])C. Given the product [CH3:17][O:13][C:11](=[O:12])[C:10]1[CH:9]=[CH:8][CH:16]=[CH:15][C:14]=1[C:24](=[O:26])[CH2:2][CH2:1][C:3](=[O:4])[CH3:5], predict the reactants needed to synthesize it. (3) Given the product [CH3:1][O:2][C:3]1[CH:4]=[N:5][C:6]2[C:11]([CH:12]=1)=[CH:10][C:9]([CH:13]([CH3:21])[C:14]([OH:16])=[O:15])=[CH:8][CH:7]=2, predict the reactants needed to synthesize it. The reactants are: [CH3:1][O:2][C:3]1[CH:4]=[N:5][C:6]2[C:11]([CH:12]=1)=[CH:10][C:9]([CH:13]([CH3:21])[C:14]([O:16]C(C)(C)C)=[O:15])=[CH:8][CH:7]=2.FC(F)(F)C(O)=O. (4) Given the product [CH3:18][O:17][CH:3]([O:2][CH3:1])[CH2:4][N:5]1[CH:13]=[C:12]2[C:7]([CH:8]=[C:9]([NH2:14])[CH:10]=[CH:11]2)=[N:6]1, predict the reactants needed to synthesize it. The reactants are: [CH3:1][O:2][CH:3]([O:17][CH3:18])[CH2:4][N:5]1[CH:13]=[C:12]2[C:7]([CH:8]=[C:9]([N+:14]([O-])=O)[CH:10]=[CH:11]2)=[N:6]1.[NH4+].[Cl-].